This data is from NCI-60 drug combinations with 297,098 pairs across 59 cell lines. The task is: Regression. Given two drug SMILES strings and cell line genomic features, predict the synergy score measuring deviation from expected non-interaction effect. Drug 1: C1=NC2=C(N1)C(=S)N=C(N2)N. Drug 2: C1=NC2=C(N1)C(=S)N=CN2. Cell line: DU-145. Synergy scores: CSS=39.1, Synergy_ZIP=-7.97, Synergy_Bliss=-10.7, Synergy_Loewe=-7.09, Synergy_HSA=-4.21.